Dataset: Catalyst prediction with 721,799 reactions and 888 catalyst types from USPTO. Task: Predict which catalyst facilitates the given reaction. (1) Reactant: [CH2:1]([O:3][C:4](=[O:15])[CH:5]([C:7]1[CH:12]=[CH:11][C:10]([OH:13])=[C:9]([NH2:14])[CH:8]=1)[CH3:6])[CH3:2].C1C=CC(O[C:23](Cl)=[S:24])=CC=1.C1CCN2C(=NCCC2)CC1.O. Product: [CH2:1]([O:3][C:4](=[O:15])[CH:5]([C:7]1[CH:12]=[CH:11][C:10]2[O:13][C:23](=[S:24])[NH:14][C:9]=2[CH:8]=1)[CH3:6])[CH3:2]. The catalyst class is: 3. (2) Reactant: [OH:1][C:2]1[C:7]([O:8][CH3:9])=[C:6]([O:10][CH3:11])[CH:5]=[CH:4][C:3]=1[C:12]1[CH:20]=[CH:19][CH:18]=[C:17]2[C:13]=1[CH2:14][CH2:15][C:16]2=[O:21].C(=O)([O-])[O-].[K+].[K+].Br[CH2:29][C:30]1([CH2:34][OH:35])[CH2:33][O:32][CH2:31]1. Product: [OH:35][CH2:34][C:30]1([CH2:29][O:1][C:2]2[C:7]([O:8][CH3:9])=[C:6]([O:10][CH3:11])[CH:5]=[CH:4][C:3]=2[C:12]2[CH:20]=[CH:19][CH:18]=[C:17]3[C:13]=2[CH2:14][CH2:15][C:16]3=[O:21])[CH2:33][O:32][CH2:31]1. The catalyst class is: 10. (3) The catalyst class is: 26. Product: [NH:10]1[C:11]2[C:7](=[CH:6][CH:5]=[CH:4][C:3]=2[CH2:1][NH:12][CH2:17][CH2:16][OH:19])[CH:8]=[CH:9]1. Reactant: [CH:1]([C:3]1[CH:4]=[CH:5][CH:6]=[C:7]2[C:11]=1[NH:10][CH:9]=[CH:8]2)=O.[NH2:12]C(O)C.[C:16]([OH:19])(=O)[CH3:17].C(O[BH-](OC(=O)C)OC(=O)C)(=O)C.[Na+]. (4) Reactant: [CH3:1][C:2]1[N:3]=[C:4]([C:11]2[CH:16]=[CH:15][C:14]([C:17]([F:20])([F:19])[F:18])=[CH:13][CH:12]=2)[S:5][C:6]=1[CH:7]([OH:10])[CH2:8][CH3:9].[H-].[Na+].[Br:23][C:24]1[CH:31]=[C:30](F)[CH:29]=[CH:28][C:25]=1[C:26]#[N:27].O. Product: [Br:23][C:24]1[CH:31]=[C:30]([O:10][CH:7]([C:6]2[S:5][C:4]([C:11]3[CH:16]=[CH:15][C:14]([C:17]([F:20])([F:18])[F:19])=[CH:13][CH:12]=3)=[N:3][C:2]=2[CH3:1])[CH2:8][CH3:9])[CH:29]=[CH:28][C:25]=1[C:26]#[N:27]. The catalyst class is: 9. (5) Reactant: [Cl:1][C:2]1[C:7]([Cl:8])=[CH:6][C:5]([NH2:9])=[C:4]([NH2:10])[CH:3]=1.[C:11]([N:15]=[C:16]=S)([CH3:14])([CH3:13])[CH3:12].C1(N=C=NCCN2CCOCC2)CCCCC1.C1(C)C=CC(S([O-])(=O)=O)=CC=1. Product: [C:11]([NH:15][C:16]1[NH:9][C:5]2[CH:6]=[C:7]([Cl:8])[C:2]([Cl:1])=[CH:3][C:4]=2[N:10]=1)([CH3:14])([CH3:13])[CH3:12]. The catalyst class is: 17. (6) Reactant: [NH2:1][C:2]1[CH:14]=[CH:13][C:5]2[CH:6]([C:9]([O:11][CH3:12])=[O:10])[CH2:7][O:8][C:4]=2[CH:3]=1.[N-:15]=[N+:16]=[N-:17].[Na+].[CH:19](OCC)(OCC)OCC. Product: [N:1]1([C:2]2[CH:14]=[CH:13][C:5]3[CH:6]([C:9]([O:11][CH3:12])=[O:10])[CH2:7][O:8][C:4]=3[CH:3]=2)[CH:19]=[N:17][N:16]=[N:15]1. The catalyst class is: 15.